Dataset: Experimentally validated miRNA-target interactions with 360,000+ pairs, plus equal number of negative samples. Task: Binary Classification. Given a miRNA mature sequence and a target amino acid sequence, predict their likelihood of interaction. The miRNA is hsa-miR-6884-5p with sequence AGAGGCUGAGAAGGUGAUGUUG. The protein sequence of the target gene is MEAEPPLYPMAGAAGPQGDEDLLGVPDGPEAPLDELVGAYPNYNEEEEERRYYRRKRLGVLKNVLAASAGGMLTYGVYLGLLQMQLILHYDETYREVKYGNMGLPDIDSKMLMGINVTPIAALLYTPVLIRFFGTKWMMFLAVGIYALFVSTNYWERYYTLVPSAVALGMAIVPLWASMGNYITRMAQKYHEYSHYKEQDGQGMKQRPPRGSHAPYLLVFQAIFYSFFHLSFACAQLPMIYFLNHYLYDLNHTLYNVQSCGTNSHGILSGFNKTVLRTLPRSGNLIVVESVLMAVAFLAM.... Result: 1 (interaction).